Dataset: Forward reaction prediction with 1.9M reactions from USPTO patents (1976-2016). Task: Predict the product of the given reaction. (1) Given the reactants Cl[C:2]1[CH:11]=[CH:10][C:9]2[C:4](=[CH:5][CH:6]=[C:7]([CH3:22])[C:8]=2[NH:12][C:13](=[O:21])[CH2:14][CH:15]2[CH2:20][CH2:19][CH2:18][CH2:17][CH2:16]2)[N:3]=1.[NH:23]1[CH2:27][CH2:26][C@@H:25]([OH:28])[CH2:24]1, predict the reaction product. The product is: [OH:28][C@@H:25]1[CH2:26][CH2:27][N:23]([C:2]2[CH:11]=[CH:10][C:9]3[C:4](=[CH:5][CH:6]=[C:7]([CH3:22])[C:8]=3[NH:12][C:13](=[O:21])[CH2:14][CH:15]3[CH2:20][CH2:19][CH2:18][CH2:17][CH2:16]3)[N:3]=2)[CH2:24]1. (2) Given the reactants [CH:1]1([C:4]2[N:8]=[C:7]([C:9]3[C:17]4[CH2:16][C:15]([CH3:19])([CH3:18])[O:14][CH2:13][C:12]=4[S:11][C:10]=3[NH2:20])[O:6][N:5]=2)[CH2:3][CH2:2]1.[C:21]12[C:30](=[O:31])[O:29][C:27](=[O:28])[C:22]=1[CH2:23][CH2:24][CH2:25][CH2:26]2, predict the reaction product. The product is: [CH:1]1([C:4]2[N:8]=[C:7]([C:9]3[C:17]4[CH2:16][C:15]([CH3:18])([CH3:19])[O:14][CH2:13][C:12]=4[S:11][C:10]=3[NH:20][C:30]([C:21]3[CH2:26][CH2:25][CH2:24][CH2:23][C:22]=3[C:27]([OH:29])=[O:28])=[O:31])[O:6][N:5]=2)[CH2:3][CH2:2]1.